From a dataset of Peptide-MHC class II binding affinity with 134,281 pairs from IEDB. Regression. Given a peptide amino acid sequence and an MHC pseudo amino acid sequence, predict their binding affinity value. This is MHC class II binding data. (1) The peptide sequence is EKKYFAAPQFEPLAA. The MHC is HLA-DPA10201-DPB11401 with pseudo-sequence HLA-DPA10201-DPB11401. The binding affinity (normalized) is 0.800. (2) The MHC is DRB1_0401 with pseudo-sequence DRB1_0401. The peptide sequence is AWMSAAATQAEQAAT. The binding affinity (normalized) is 0.608.